Dataset: Forward reaction prediction with 1.9M reactions from USPTO patents (1976-2016). Task: Predict the product of the given reaction. (1) Given the reactants Cl.Br[CH2:3][C:4]1[CH:9]=[CH:8][N:7]=[CH:6][CH:5]=1.[NH:10]1[CH:14]=[C:13]([C:15]([O:17]CC)=[O:16])[CH:12]=[N:11]1.C(=O)([O-])[O-].[Cs+].[Cs+].[OH-].[Na+], predict the reaction product. The product is: [N:7]1[CH:8]=[CH:9][C:4]([CH2:3][N:10]2[CH:14]=[C:13]([C:15]([OH:17])=[O:16])[CH:12]=[N:11]2)=[CH:5][CH:6]=1. (2) The product is: [F:15][C:7]1[CH:8]=[CH:9][CH:10]=[C:11]2[C:6]=1[C:5](=[O:16])[N:4]([CH:1]1[CH2:3][CH2:2]1)[C:17]([C@@H:18]([NH:21][C:22](=[O:28])[O:23][C:24]([CH3:27])([CH3:26])[CH3:25])[CH2:19][CH3:20])=[N:12]2. Given the reactants [CH:1]1([N:4]([C:17](=O)[C@@H:18]([NH:21][C:22](=[O:28])[O:23][C:24]([CH3:27])([CH3:26])[CH3:25])[CH2:19][CH3:20])[C:5](=[O:16])[C:6]2[C:11]([N+:12]([O-])=O)=[CH:10][CH:9]=[CH:8][C:7]=2[F:15])[CH2:3][CH2:2]1, predict the reaction product. (3) The product is: [Br:1][C:2]1[CH:3]=[C:4]2[C:9](=[CH:10][CH:11]=1)[N:8]([C:12]1[CH:17]=[CH:16][C:15]([F:18])=[CH:14][CH:13]=1)[CH:7]=[C:6]([C:19]([NH2:25])=[O:20])[C:5]2=[O:24]. Given the reactants [Br:1][C:2]1[CH:3]=[C:4]2[C:9](=[CH:10][CH:11]=1)[N:8]([C:12]1[CH:17]=[CH:16][C:15]([F:18])=[CH:14][CH:13]=1)[CH:7]=[C:6]([C:19](OCC)=[O:20])[C:5]2=[O:24].[NH3:25], predict the reaction product.